Dataset: Catalyst prediction with 721,799 reactions and 888 catalyst types from USPTO. Task: Predict which catalyst facilitates the given reaction. (1) Reactant: Br[C:2]1[CH:7]=[CH:6][C:5]([Cl:8])=[CH:4][C:3]=1[CH2:9][OH:10].[Li]CCCC.[O:16]=[C:17]1[CH2:22][CH2:21][N:20]([C:23]([O:25][C:26]([CH3:29])([CH3:28])[CH3:27])=[O:24])[CH2:19][CH2:18]1. Product: [Cl:8][C:5]1[CH:6]=[CH:7][C:2]([C:17]2([OH:16])[CH2:18][CH2:19][N:20]([C:23]([O:25][C:26]([CH3:28])([CH3:27])[CH3:29])=[O:24])[CH2:21][CH2:22]2)=[C:3]([CH2:9][OH:10])[CH:4]=1. The catalyst class is: 1. (2) Product: [N+:11]([C:8]1[CH:9]=[C:10]2[C:5](=[CH:6][CH:7]=1)[NH:4][N:3]=[C:2]2[C:15]#[N:16])([O-:13])=[O:12]. The catalyst class is: 296. Reactant: I[C:2]1[C:10]2[C:5](=[CH:6][CH:7]=[C:8]([N+:11]([O-:13])=[O:12])[CH:9]=2)[NH:4][N:3]=1.[Cu][C:15]#[N:16]. (3) Reactant: [Cl:1][C:2]1[CH:7]=[C:6]([F:8])[CH:5]=[CH:4][C:3]=1[S:9]([NH:12][CH2:13][CH2:14][CH2:15][CH2:16][NH:17][C:18]([C@@H:20]([NH:25][C:26]([C:28]1[C:29]2[CH2:30][CH2:31][NH:32][CH2:33][C:34]=2[CH:35]=[CH:36][CH:37]=1)=[O:27])[CH2:21][CH:22]([CH3:24])[CH3:23])=[O:19])(=[O:11])=[O:10].Cl[CH2:39][C:40]1[CH:45]=[CH:44][CH:43]=[CH:42][CH:41]=1.C(N(CC)CC)C. Product: [Cl:1][C:2]1[CH:7]=[C:6]([F:8])[CH:5]=[CH:4][C:3]=1[S:9]([NH:12][CH2:13][CH2:14][CH2:15][CH2:16][NH:17][C:18]([C@@H:20]([NH:25][C:26]([C:28]1[C:29]2[CH2:30][CH2:31][N:32]([CH2:39][C:40]3[CH:45]=[CH:44][CH:43]=[CH:42][CH:41]=3)[CH2:33][C:34]=2[CH:35]=[CH:36][CH:37]=1)=[O:27])[CH2:21][CH:22]([CH3:24])[CH3:23])=[O:19])(=[O:11])=[O:10]. The catalyst class is: 2. (4) Reactant: C(OC([N:8]1[CH2:13][CH2:12][CH:11]([CH2:14][CH2:15][CH2:16][CH2:17][C:18]2[CH:23]=[CH:22][CH:21]=[CH:20][CH:19]=2)[CH2:10][CH2:9]1)=O)(C)(C)C.Cl.CCOCC. Product: [C:18]1([CH2:17][CH2:16][CH2:15][CH2:14][CH:11]2[CH2:10][CH2:9][NH:8][CH2:13][CH2:12]2)[CH:23]=[CH:22][CH:21]=[CH:20][CH:19]=1. The catalyst class is: 5. (5) Reactant: Br[C:2]1[CH:11]=[CH:10][CH:9]=[C:8]2[C:3]=1[CH:4]=[CH:5][N:6]=[C:7]2[NH:12][C:13]1[CH:14]=[C:15]2[C:20](=[CH:21][CH:22]=1)[N:19]=[CH:18][CH:17]=[CH:16]2.CC([O-])=O.[K+].[B:28]1([B:28]2[O:32][C:31]([CH3:34])([CH3:33])[C:30]([CH3:36])([CH3:35])[O:29]2)[O:32][C:31]([CH3:34])([CH3:33])[C:30]([CH3:36])([CH3:35])[O:29]1. Product: [N:19]1[C:20]2[C:15](=[CH:14][C:13]([NH:12][C:7]3[C:8]4[C:3](=[C:2]([B:28]5[O:32][C:31]([CH3:34])([CH3:33])[C:30]([CH3:36])([CH3:35])[O:29]5)[CH:11]=[CH:10][CH:9]=4)[CH:4]=[CH:5][N:6]=3)=[CH:22][CH:21]=2)[CH:16]=[CH:17][CH:18]=1. The catalyst class is: 462.